Dataset: Catalyst prediction with 721,799 reactions and 888 catalyst types from USPTO. Task: Predict which catalyst facilitates the given reaction. (1) Reactant: [CH2:1]1[CH:10]2[CH:5]([CH2:6][CH2:7][CH2:8][CH2:9]2)[CH2:4][CH2:3][NH:2]1.[Cl:11][C:12]1[CH:13]=[C:14]([NH:19][C:20]2[C:29]3[C:24](=[CH:25][C:26]([O:35][CH3:36])=[C:27]([O:30][CH2:31][CH2:32][CH2:33]Cl)[CH:28]=3)[N:23]=[CH:22][N:21]=2)[CH:15]=[CH:16][C:17]=1[F:18].C([O-])([O-])=O.[K+].[K+].C(Cl)Cl. Product: [Cl:11][C:12]1[CH:13]=[C:14]([NH:19][C:20]2[C:29]3[C:24](=[CH:25][C:26]([O:35][CH3:36])=[C:27]([O:30][CH2:31][CH2:32][CH2:33][N:2]4[CH2:3][CH2:4][CH:5]5[CH:10]([CH2:9][CH2:8][CH2:7][CH2:6]5)[CH2:1]4)[CH:28]=3)[N:23]=[CH:22][N:21]=2)[CH:15]=[CH:16][C:17]=1[F:18]. The catalyst class is: 3. (2) Product: [C:42]([N:3]1[CH2:7][CH2:6][N:5]([C:8](/[N:10]=[C:11]2\[S:12][C:13]([CH3:26])=[CH:14][N:15]\2[C:16]2[CH:17]=[CH:18][C:19]([C:22]([F:24])([F:23])[F:25])=[CH:20][CH:21]=2)=[O:9])[CH2:4][CH2:2]1)(=[O:44])[CH3:43]. Reactant: [I-].[CH3:2][N+:3]1[CH:7]=[CH:6][N:5]([C:8](/[N:10]=[C:11]2\[S:12][C:13]([CH3:26])=[CH:14][N:15]\2[C:16]2[CH:21]=[CH:20][C:19]([C:22]([F:25])([F:24])[F:23])=[CH:18][CH:17]=2)=[O:9])[CH:4]=1.C(N(C(C)C)CC)(C)C.N1([C:42](=[O:44])[CH3:43])CCNCC1. The catalyst class is: 10. (3) Reactant: FC(F)(F)C([O-])=O.[NH:8]1[CH:12]=[CH:11][C:10]([C:13]([NH:15][C:16]2[CH:17]=[N:18][C:19]3[CH2:20][CH2:21][NH2+:22][CH2:23][C:24]=3[CH:25]=2)=[O:14])=[N:9]1.N1C=CC=CC=1.C1(C)C=C(C)C=C(C)C=1. Product: [N:18]1[C:19]2[C:24](=[CH:23][N:22]=[CH:21][CH:20]=2)[CH:25]=[C:16]([NH:15][C:13]([C:10]2[CH:11]=[CH:12][NH:8][N:9]=2)=[O:14])[CH:17]=1. The catalyst class is: 43.